From a dataset of NCI-60 drug combinations with 297,098 pairs across 59 cell lines. Regression. Given two drug SMILES strings and cell line genomic features, predict the synergy score measuring deviation from expected non-interaction effect. (1) Drug 1: C1=CC(=CC=C1CCC2=CNC3=C2C(=O)NC(=N3)N)C(=O)NC(CCC(=O)O)C(=O)O. Drug 2: CN1C2=C(C=C(C=C2)N(CCCl)CCCl)N=C1CCCC(=O)O.Cl. Cell line: EKVX. Synergy scores: CSS=1.19, Synergy_ZIP=0.109, Synergy_Bliss=0.877, Synergy_Loewe=-2.34, Synergy_HSA=-1.07. (2) Drug 1: C1=NC2=C(N=C(N=C2N1C3C(C(C(O3)CO)O)F)Cl)N. Drug 2: N.N.Cl[Pt+2]Cl. Cell line: M14. Synergy scores: CSS=42.6, Synergy_ZIP=-5.49, Synergy_Bliss=-2.59, Synergy_Loewe=-9.91, Synergy_HSA=0.0509. (3) Drug 1: CN(CC1=CN=C2C(=N1)C(=NC(=N2)N)N)C3=CC=C(C=C3)C(=O)NC(CCC(=O)O)C(=O)O. Drug 2: C(CCl)NC(=O)N(CCCl)N=O. Cell line: SR. Synergy scores: CSS=70.2, Synergy_ZIP=0.174, Synergy_Bliss=-1.55, Synergy_Loewe=-4.29, Synergy_HSA=-0.550. (4) Drug 1: COC1=C(C=C2C(=C1)N=CN=C2NC3=CC(=C(C=C3)F)Cl)OCCCN4CCOCC4. Drug 2: CC(C)NC(=O)C1=CC=C(C=C1)CNNC.Cl. Cell line: HCT-15. Synergy scores: CSS=37.4, Synergy_ZIP=-1.42, Synergy_Bliss=4.64, Synergy_Loewe=-26.3, Synergy_HSA=1.67. (5) Drug 1: CN1C(=O)N2C=NC(=C2N=N1)C(=O)N. Drug 2: C1CN(CCN1C(=O)CCBr)C(=O)CCBr. Cell line: ACHN. Synergy scores: CSS=52.4, Synergy_ZIP=-2.36, Synergy_Bliss=-1.55, Synergy_Loewe=-16.6, Synergy_HSA=-1.06. (6) Drug 2: CCC1(C2=C(COC1=O)C(=O)N3CC4=CC5=C(C=CC(=C5CN(C)C)O)N=C4C3=C2)O.Cl. Drug 1: CS(=O)(=O)C1=CC(=C(C=C1)C(=O)NC2=CC(=C(C=C2)Cl)C3=CC=CC=N3)Cl. Synergy scores: CSS=2.14, Synergy_ZIP=-5.37, Synergy_Bliss=1.63, Synergy_Loewe=-31.8, Synergy_HSA=-1.55. Cell line: M14. (7) Drug 1: C1CC(C1)(C(=O)O)C(=O)O.[NH2-].[NH2-].[Pt+2]. Drug 2: CCCCC(=O)OCC(=O)C1(CC(C2=C(C1)C(=C3C(=C2O)C(=O)C4=C(C3=O)C=CC=C4OC)O)OC5CC(C(C(O5)C)O)NC(=O)C(F)(F)F)O. Cell line: SNB-19. Synergy scores: CSS=28.7, Synergy_ZIP=-3.10, Synergy_Bliss=-5.22, Synergy_Loewe=-6.35, Synergy_HSA=-4.11. (8) Drug 1: CN(C)N=NC1=C(NC=N1)C(=O)N. Drug 2: C(=O)(N)NO. Cell line: MDA-MB-435. Synergy scores: CSS=-2.61, Synergy_ZIP=5.44, Synergy_Bliss=5.16, Synergy_Loewe=-2.04, Synergy_HSA=-1.13. (9) Drug 1: CC(C)(C#N)C1=CC(=CC(=C1)CN2C=NC=N2)C(C)(C)C#N. Drug 2: CCCCCOC(=O)NC1=NC(=O)N(C=C1F)C2C(C(C(O2)C)O)O. Cell line: MCF7. Synergy scores: CSS=-0.874, Synergy_ZIP=1.13, Synergy_Bliss=1.37, Synergy_Loewe=-6.97, Synergy_HSA=-3.59.